This data is from Catalyst prediction with 721,799 reactions and 888 catalyst types from USPTO. The task is: Predict which catalyst facilitates the given reaction. (1) Reactant: C([O:3][C:4]([C:6]1[CH:15]=[C:14]([O:16]C(=O)C)[C:13]2[C:8](=[CH:9][C:10]([CH3:20])=[CH:11][CH:12]=2)[CH:7]=1)=[O:5])C.[OH-].[Na+].Cl. Product: [OH:16][C:14]1[C:13]2[C:8](=[CH:9][C:10]([CH3:20])=[CH:11][CH:12]=2)[CH:7]=[C:6]([C:4]([OH:5])=[O:3])[CH:15]=1. The catalyst class is: 40. (2) Reactant: [Cl:1][C:2]1[CH:3]=[C:4]([C:15](=[O:17])[CH3:16])[CH:5]=[CH:6][C:7]=1[S:8][CH:9]1[CH2:14][CH2:13][O:12][CH2:11][CH2:10]1.[OH:18]OS([O-])=O.[K+].[OH2:24]. Product: [Cl:1][C:2]1[CH:3]=[C:4]([C:15](=[O:17])[CH3:16])[CH:5]=[CH:6][C:7]=1[S:8]([CH:9]1[CH2:10][CH2:11][O:12][CH2:13][CH2:14]1)(=[O:18])=[O:24]. The catalyst class is: 111. (3) Reactant: [CH3:1][C:2]1[CH:3]=[C:4]([CH:19]=[CH:20][C:21]=1[CH3:22])[C:5]([C:7]1[C:16](=[O:17])[C:15]2[C:10](=[CH:11][CH:12]=[C:13]([CH3:18])[N:14]=2)[NH:9][CH:8]=1)=[O:6].[H-].[Na+].[CH3:25][C:26]1[CH:31]=[CH:30][CH:29]=[C:28]([CH2:32]Br)[N:27]=1. Product: [CH3:1][C:2]1[CH:3]=[C:4]([CH:19]=[CH:20][C:21]=1[CH3:22])[C:5]([C:7]1[C:16](=[O:17])[C:15]2[C:10](=[CH:11][CH:12]=[C:13]([CH3:18])[N:14]=2)[N:9]([CH2:25][C:26]2[CH:31]=[CH:30][CH:29]=[C:28]([CH3:32])[N:27]=2)[CH:8]=1)=[O:6]. The catalyst class is: 9. (4) Reactant: C([N:8]([CH2:12][CH2:13][CH:14]1[C:22]2[C:17](=[CH:18][CH:19]=[CH:20][CH:21]=2)[NH:16][C:15]1=[O:23])[CH2:9][CH2:10][OH:11])C1C=CC=CC=1.Cl[C:25]([O:27][CH2:28][C:29]1[CH:34]=[CH:33][CH:32]=[CH:31][CH:30]=1)=[O:26].C(=O)([O-])O.[K+].O. Product: [CH2:28]([O:27][C:25]([N:8]([CH2:12][CH2:13][CH:14]1[C:22]2[C:17](=[CH:18][CH:19]=[CH:20][CH:21]=2)[NH:16][C:15]1=[O:23])[CH2:9][CH2:10][OH:11])=[O:26])[C:29]1[CH:34]=[CH:33][CH:32]=[CH:31][CH:30]=1. The catalyst class is: 4. (5) Reactant: [CH2:1]([O:8][C:9]1[CH:14]=[C:13]([N:15]2[CH:19]=[C:18]([F:20])[C:17]([F:21])=[CH:16]2)[CH:12]=[CH:11][C:10]=1[N:22]1[CH:27]=[C:26]([O:28][CH3:29])[C:25](=[O:30])[C:24]([C:31]([O:33]C)=[O:32])=[N:23]1)[C:2]1[CH:7]=[CH:6][CH:5]=[CH:4][CH:3]=1.[OH-].[Na+].C1COCC1.Cl. Product: [CH2:1]([O:8][C:9]1[CH:14]=[C:13]([N:15]2[CH:19]=[C:18]([F:20])[C:17]([F:21])=[CH:16]2)[CH:12]=[CH:11][C:10]=1[N:22]1[CH:27]=[C:26]([O:28][CH3:29])[C:25](=[O:30])[C:24]([C:31]([OH:33])=[O:32])=[N:23]1)[C:2]1[CH:7]=[CH:6][CH:5]=[CH:4][CH:3]=1. The catalyst class is: 5. (6) Reactant: C(OC(=O)[NH:7][C@@H:8]([CH3:40])[C:9]([N:11]1[CH2:16][CH2:15][CH:14]([CH2:17][CH2:18][N:19]2[C:27]([S:28][C:29]3[C:37]([Br:38])=[CH:36][C:32]4[O:33][CH2:34][O:35][C:31]=4[CH:30]=3)=[N:26][C:25]3[C:20]2=[N:21][CH:22]=[N:23][C:24]=3[NH2:39])[CH2:13][CH2:12]1)=[O:10])(C)(C)C.C(O)(C(F)(F)F)=O. Product: [NH2:7][C@@H:8]([CH3:40])[C:9]([N:11]1[CH2:12][CH2:13][CH:14]([CH2:17][CH2:18][N:19]2[C:27]([S:28][C:29]3[C:37]([Br:38])=[CH:36][C:32]4[O:33][CH2:34][O:35][C:31]=4[CH:30]=3)=[N:26][C:25]3[C:20]2=[N:21][CH:22]=[N:23][C:24]=3[NH2:39])[CH2:15][CH2:16]1)=[O:10]. The catalyst class is: 2. (7) Reactant: [O:1]=[C:2]1[N:7]2[CH2:8][CH:9]([C:12]([OH:14])=O)[CH2:10][CH2:11][CH:6]2[CH2:5][CH2:4][O:3]1.Cl.[Cl:16][C:17]1[C:18]([CH2:23][NH2:24])=[N:19][CH:20]=[CH:21][N:22]=1.CN(C(ON1N=NC2C=CC=NC1=2)=[N+](C)C)C.F[P-](F)(F)(F)(F)F.C(Cl)Cl. Product: [Cl:16][C:17]1[C:18]([CH2:23][NH:24][C:12]([CH:9]2[CH2:8][N:7]3[C:2](=[O:1])[O:3][CH2:4][CH2:5][CH:6]3[CH2:11][CH2:10]2)=[O:14])=[N:19][CH:20]=[CH:21][N:22]=1. The catalyst class is: 20.